Dataset: Drug-target binding data from BindingDB using Ki measurements. Task: Regression. Given a target protein amino acid sequence and a drug SMILES string, predict the binding affinity score between them. We predict pKi (pKi = -log10(Ki in M); higher means stronger inhibition). Dataset: bindingdb_ki. (1) The compound is CCCCN1C(=O)C2(CCCC2)C(=O)N1Cc1ccc(-c2ccccc2-c2nnn[nH]2)cc1. The target protein (P25095) has sequence MALNSSAEDGIKRIQDDCPKAGRHSYIFVMIPTLYSIIFVVGIFGNSLVVIVIYFYMKLKTVASVFLLNLALADLCFLLTLPLWAVYTAMEYRWPFGNHLCKIASASVSFNLYASVFLLTCLSIDRYLAIVHPMKSRLRRTMLVAKVTCIIIWLMAGLASLPAVIHRNVYFIENTNITVCAFHYESRNSTLPIGLGLTKNILGFLFPFLIILTSYTLIWKALKKAYEIQKNKPRNDDIFRIIMAIVLFFFFSWVPHQIFTFLDVLIQLGVIHDCKISDIVDTAMPITICIAYFNNCLNPLFYGFLGKKFKKYFLQLLKYIPPKAKSHSSLSTKMSTLSYRPSDNMSSSAKKPASCFEVE. The pKi is 7.6. (2) The small molecule is CC(COc1ccc(/C=C\c2ccccc2)cc1)[N+](C)(C)C. The target protein (P17787) has sequence MARRCGPVALLLGFGLLRLCSGVWGTDTEERLVEHLLDPSRYNKLIRPATNGSELVTVQLMVSLAQLISVHEREQIMTTNVWLTQEWEDYRLTWKPEEFDNMKKVRLPSKHIWLPDVVLYNNADGMYEVSFYSNAVVSYDGSIFWLPPAIYKSACKIEVKHFPFDQQNCTMKFRSWTYDRTEIDLVLKSEVASLDDFTPSGEWDIVALPGRRNENPDDSTYVDITYDFIIRRKPLFYTINLIIPCVLITSLAILVFYLPSDCGEKMTLCISVLLALTVFLLLISKIVPPTSLDVPLVGKYLMFTMVLVTFSIVTSVCVLNVHHRSPTTHTMAPWVKVVFLEKLPALLFMQQPRHHCARQRLRLRRRQREREGAGALFFREAPGADSCTCFVNRASVQGLAGAFGAEPAPVAGPGRSGEPCGCGLREAVDGVRFIADHMRSEDDDQSVSEDWKYVAMVIDRLFLWIFVFVCVFGTIGMFLQPLFQNYTTTTFLHSDHSAPS.... The pKi is 4.4. (3) The compound is CC(C)=CCC/C(C)=C/CC/C(C)=C/CO. The target protein sequence is MSNKCDVVVVGGGISGMAAAKLLHDSGLNVVVLEARDRVGGRTYTLRNQKVKYVDLGGSYVGPTQNRILRLAKELGLETYKVNEVERLIHHVKGKSYPFRGPFPPVWNPITYLDHNNFWRTMDDMGREIPSDAPWKAPLAEEWDNMTMKELLDKLCWTESAKQLATLFVNLCVTAETHEVSALWFLWYVKQCGGTTRIFSTTNGGQERKFVGGSGQVSERIMDLLGDRVKLERPVIYIDQTRENVLVETLNHEMYEAKYVISAIPPTLGMKIHFNPPLPMMRNQMITRVPLGSVIKCIVYYKEPFWRKKDYCGTMIIDGEEAPVAYTLDDTKPEGNYAAIMGFILAHKARKLARLTKEERLKKLCELYAKVLGSLEALEPVHYEEKNWCEEQYSGGCYTTYFPPGILTQYGRVLRQPVDRIYFAGTETATHWSGYMEGAVEAGERAAREILHAMGKIPEDEIWQSEPESVDVPAQPITTTFLERHLPSVPGLLRLIGLTT.... The pKi is 3.0. (4) The drug is N#Cc1cccnc1. The target protein sequence is MRALIIVDVQNDFCEGGSLAVTGGAALARAISDYLAEAADYHHVVATKDFHIDPGDHFSGTPDYSSSWPPHCVSGTPGADFHPSLDTSAIEAVFYKGAYTGAYSGFEGVDENGTPLLNWLRQRGVDEVDVVGIATDHCVRQTAEDAVRNGLATRVLVDLTAGVSADTTVAALEEMRTASVELVCSS. The pKi is 3.9. (5) The small molecule is O=C(O)C(=O)CS(=O)(=O)O. The target protein sequence is MPPQLHNGLDFSAKVIQGSLDSLPQEVRKFVEGNAQLCQPEYIHICDGSEEEYGRLLAHMQEEGVIRKLKKYDNCWLALTDPRDVARIESKTVIITQEQRDTVPIPKSGQSQLGRWMSEEDFEKAFNARFPGCMKGRTMYVIPFSMGPLGSPLAKIGIELTDSPYVVASMRIMTRMGTSVLEALGDGEFIKCLHSVGCPLPLKKPLVNNWACNPELTLIAHLPDRREIISFGSGYGGNSLLGKKCFALRIASRLAKEEGWLAEHMLILGITNPEGKKKYLAAAFPSACGKTNLAMMNPTLPGWKVECVGDDIAWMKFDAQGNLRAINPENGFFGVAPGTSVKTNPNAIKTIQKNTIFTNVAETSDGGVYWEGIDEPLAPGVTITSWKNKEWRPQDEEPCAHPNSRFCTPASQCPIIDPAWESPEGVPIEGIIFGGRRPAGVPLVYEALSWQHGVFVGAAMRSEATAAAEHKGKVIMRDPFAMRPFFGYNFGKYLAHWLSM.... The pKi is 4.4. (6) The target protein sequence is MTVLYVHISLASRSRVHKHRPEGPKEKKAKTLAFLKSPLMKQSVKKPPPPGDTTARGELRNGKLEEAPPPVLPPPPRPMADKDTSNESSSGSATQNTKERPPTELSTTEATTPATPAPPLQPRTLNPASKWSKIQIVTKQTGNECVTAIEIVPATPAGMRPAANVARKFASIARSQVRKKRQMAARERKVTRTIFAILLAFILTWTPYNVMVLVNTFCQSCIPETVWSIGYWLCYVNSTINPACYALCNATFKKTFRHLLLCQYRNIGTAR. The pKi is 7.2. The small molecule is CN1CCN(CC(=O)N2c3ccccc3C(=O)Nc3cccnc32)CC1. (7) The small molecule is CCN1CCN(Cc2ccc(NC(=O)Nc3ccc(Oc4cc(NC)ncn4)cc3)cc2C(F)(F)F)CC1. The target protein sequence is MPIAQLLELWKKIEVEPMEIETTEEDLNLDVEPTTEDTAEEEEGVVKEIDISHHVKEGFEKADPSQFELLKVLGQGSYGKVFLVRKVKGSDAGQLYAMKVLKKATLKVRDRVRSKMERDILAEVNHPFIVKLHYAFQTEGKLYLILDFLRGGDLFTRLSKEVMFTEEDVKFYLAELALALDHLHSLGIIYRDLKPENILLDEEGHIKITDFGLSKEAIDHDKRAYSFCGTIEYMAPEVVNRRGHTQSADWWSFGVLMFEMLTGSLPFQGKDRKETMALILKAKLGMPQFLSGEAQSLLRALFKRNPCNRLGAGIDGVEEIKRHPFFVTIDWNTLYRKEIKPPFKPAVGRPEDTFHFDPEFTARTPTDSPGVPPSANAHHLFRGFSFVASSLIQEPSQQDLHKVPVHPIVQQLHGNNIHFTDGYEIKEDIGVGSYSVCKRCVHKATDTEYAVKIIDKSKRDPSEEIEILLRYGQHPNIITLKDVYDDGKFVYLVMELMRGG.... The pKi is 3.0. (8) The compound is CSC[C@H]1CN(Cc2c[nH]c3c(N)ncnc23)C[C@@H]1O. The target protein sequence is MKIGIIGAMEEEVTLLRDKIEKRQTISLGGCEIYTGQLNGTEVALLKSGIGKVAAALGATLLLEHCKPDVIINTGSAGGLAPTLKVGDIVVSDEARYHDADVTAFGYEYGQLPGCPAGFKADDKLIAAAEACIAELNLNAVRGLIVSGDAFINGSVGLAKIRHNFPQAIAVEMEATAIAHVCHNFNVPFVVVRAISDVADQQSHLSFDEFLAVAAKQSSLMVESLVQKLAHG. The pKi is 9.8. (9) The small molecule is CN1CCc2cccc(Cl)c2CC1. The target protein sequence is MGSLQPDSGNASWNGTEGPGGGTRATPYSLQVTVTLVCLVGLLILLTVFGNVLVIIAVFTSRALKAPQNLFLVSLASADILVATLVIPFSLANEVMGYWYFGKAWCEIYLALDVLFCTSSIVHLCAISLDRYWSITQAIEYNLKRTPRRIKAIIVTVWVISAVISFPPLISFEKAGGGGQQPAEPRCEINDQKWYVISSSIGSFFAPCLIMILVYVRIYQIAKRRTRVPPSRRGPDAHAAAPPGGAERRPNGLGLERGVGPGGAEAEPLPTQVNGAPGEPAPAGPRDAEALDLEESSSSEHAERPPGARRPERGLRAKSKARASQVKPGDSLPRRAPGAAGSGTSGSGPGEERGGGAKASRWRGRQNREKRFTFVLAVVIGVFVVCWFPFFFTYTLTAVGCSVPRTLFKFFFWFGYCNSSLNPVIYTIFNHDFRRAFKKILCRGDRKRIV. The pKi is 7.9.